Regression. Given a peptide amino acid sequence and an MHC pseudo amino acid sequence, predict their binding affinity value. This is MHC class II binding data. From a dataset of Peptide-MHC class II binding affinity with 134,281 pairs from IEDB. (1) The peptide sequence is FVAGAKYMVIQGEPG. The MHC is HLA-DQA10102-DQB10502 with pseudo-sequence HLA-DQA10102-DQB10502. The binding affinity (normalized) is 0.478. (2) The peptide sequence is EKKYFAATQFEFLAA. The MHC is DRB1_0701 with pseudo-sequence DRB1_0701. The binding affinity (normalized) is 0.781. (3) The MHC is HLA-DPA10103-DPB10601 with pseudo-sequence HLA-DPA10103-DPB10601. The binding affinity (normalized) is 0. The peptide sequence is AAATAGTNVYGAFAA. (4) The peptide sequence is DKELYPLASLRSLFG. The binding affinity (normalized) is 0.644. The MHC is DRB1_0405 with pseudo-sequence DRB1_0405. (5) The peptide sequence is GELQIVDKICAAFKI. The MHC is DRB3_0101 with pseudo-sequence DRB3_0101. The binding affinity (normalized) is 0.585. (6) The peptide sequence is DCCMEILGAVLEAVD. The binding affinity (normalized) is 0.0893. The MHC is DRB1_0901 with pseudo-sequence DRB1_0901. (7) The MHC is DRB1_0101 with pseudo-sequence DRB1_0101. The peptide sequence is AEAPASAAAPEEQVQ. The binding affinity (normalized) is 0.